This data is from Reaction yield outcomes from USPTO patents with 853,638 reactions. The task is: Predict the reaction yield, written as a fraction of the theoretical maximum amount of product (1.0 means a 100% yield; for example, 0.34 means a 34% yield). (1) The reactants are [I-].[CH3:2][S+](C)C.[OH-].[K+].[F:8][C:9]([F:22])([F:21])[C:10]1([C:13]2[CH:20]=[CH:19][C:16]([CH:17]=[O:18])=[CH:15][CH:14]=2)[N:12]=[N:11]1.O. The catalyst is C(#N)C. The product is [O:18]1[CH2:2][CH:17]1[C:16]1[CH:19]=[CH:20][C:13]([C:10]2([C:9]([F:8])([F:21])[F:22])[N:11]=[N:12]2)=[CH:14][CH:15]=1. The yield is 0.520. (2) The reactants are C([O:5][C:6]([C:8]1[CH:9]=[CH:10][C:11]([C:14]2[N:18]=[C:17]([C:19]3[CH:24]=[CH:23][CH:22]=[C:21]([Br:25])[CH:20]=3)[O:16][N:15]=2)=[N:12][CH:13]=1)=[O:7])(C)(C)C. The catalyst is C(O)=O. The product is [OH:7][C:6]([C:8]1[CH:9]=[CH:10][C:11]([C:14]2[N:18]=[C:17]([C:19]3[CH:24]=[CH:23][CH:22]=[C:21]([Br:25])[CH:20]=3)[O:16][N:15]=2)=[N:12][CH:13]=1)=[O:5]. The yield is 0.760. (3) The reactants are C([O:3][C:4](=[O:21])[CH:5]([C:11]1[CH:12]=[C:13]2[C:18](=[CH:19][CH:20]=1)[N:17]=[CH:16][CH:15]=[N:14]2)C(OCC)=O)C.[OH-].[Na+]. The catalyst is CO. The product is [N:17]1[C:18]2[C:13](=[CH:12][C:11]([CH2:5][C:4]([OH:21])=[O:3])=[CH:20][CH:19]=2)[N:14]=[CH:15][CH:16]=1. The yield is 0.700. (4) The reactants are [C:1]([C:3]1[C:4]([C:14]2[CH:19]=[CH:18][C:17]([Cl:20])=[CH:16][C:15]=2[Cl:21])=[C:5]([C:9]([O:11]CC)=[O:10])[S:6][C:7]=1[I:8])#[N:2].O1CCCC1.O.[OH-].[Na+]. The catalyst is Cl. The product is [C:1]([C:3]1[C:4]([C:14]2[CH:19]=[CH:18][C:17]([Cl:20])=[CH:16][C:15]=2[Cl:21])=[C:5]([C:9]([OH:11])=[O:10])[S:6][C:7]=1[I:8])#[N:2]. The yield is 0.990.